Dataset: Forward reaction prediction with 1.9M reactions from USPTO patents (1976-2016). Task: Predict the product of the given reaction. (1) The product is: [OH:12][CH2:11][C:10]1[CH:13]=[CH:14][CH:15]=[C:8]([O:7][CH2:6][CH:3]2[CH2:5][CH2:4]2)[CH:9]=1. Given the reactants [BH4-].[Na+].[CH:3]1([CH2:6][O:7][C:8]2[CH:9]=[C:10]([CH:13]=[CH:14][CH:15]=2)[CH:11]=[O:12])[CH2:5][CH2:4]1, predict the reaction product. (2) Given the reactants [N+:1]([C:4]1[CH:11]=[CH:10][C:7]([CH2:8][Cl:9])=[CH:6][CH:5]=1)([O-:3])=[O:2].[NH2:12][C:13]([NH2:15])=[S:14], predict the reaction product. The product is: [CH:6]1[C:7]([CH2:8][S:14][C:13]([NH2:15])=[NH:12])=[CH:10][CH:11]=[C:4]([N+:1]([O-:3])=[O:2])[CH:5]=1.[ClH:9]. (3) Given the reactants [CH3:1][O:2][C:3](Cl)=[O:4].[C:6]1(=[O:12])[NH:10][C:9](=[O:11])[CH:8]=[CH:7]1.CN1CCOCC1, predict the reaction product. The product is: [CH3:1][O:2][C:3]([N:10]1[C:6](=[O:12])[CH:7]=[CH:8][C:9]1=[O:11])=[O:4].